From a dataset of NCI-60 drug combinations with 297,098 pairs across 59 cell lines. Regression. Given two drug SMILES strings and cell line genomic features, predict the synergy score measuring deviation from expected non-interaction effect. Drug 2: CC1=C(C(=O)C2=C(C1=O)N3CC4C(C3(C2COC(=O)N)OC)N4)N. Synergy scores: CSS=9.34, Synergy_ZIP=2.85, Synergy_Bliss=8.95, Synergy_Loewe=-13.7, Synergy_HSA=6.62. Drug 1: CN(C(=O)NC(C=O)C(C(C(CO)O)O)O)N=O. Cell line: OVCAR3.